The task is: Regression. Given two drug SMILES strings and cell line genomic features, predict the synergy score measuring deviation from expected non-interaction effect.. This data is from NCI-60 drug combinations with 297,098 pairs across 59 cell lines. (1) Drug 1: CC1C(C(CC(O1)OC2CC(CC3=C2C(=C4C(=C3O)C(=O)C5=C(C4=O)C(=CC=C5)OC)O)(C(=O)C)O)N)O.Cl. Drug 2: C1CC(=O)NC(=O)C1N2C(=O)C3=CC=CC=C3C2=O. Cell line: NCI-H522. Synergy scores: CSS=7.24, Synergy_ZIP=-2.97, Synergy_Bliss=3.57, Synergy_Loewe=-17.5, Synergy_HSA=2.97. (2) Cell line: SK-MEL-5. Synergy scores: CSS=4.81, Synergy_ZIP=0.0939, Synergy_Bliss=3.87, Synergy_Loewe=-3.12, Synergy_HSA=1.37. Drug 2: C1=CN(C=N1)CC(O)(P(=O)(O)O)P(=O)(O)O. Drug 1: CC1=C(C=C(C=C1)NC2=NC=CC(=N2)N(C)C3=CC4=NN(C(=C4C=C3)C)C)S(=O)(=O)N.Cl. (3) Drug 1: CC(C1=C(C=CC(=C1Cl)F)Cl)OC2=C(N=CC(=C2)C3=CN(N=C3)C4CCNCC4)N. Drug 2: CC1=CC=C(C=C1)C2=CC(=NN2C3=CC=C(C=C3)S(=O)(=O)N)C(F)(F)F. Cell line: MDA-MB-435. Synergy scores: CSS=18.4, Synergy_ZIP=-2.09, Synergy_Bliss=5.62, Synergy_Loewe=-5.73, Synergy_HSA=1.47. (4) Drug 1: CCCS(=O)(=O)NC1=C(C(=C(C=C1)F)C(=O)C2=CNC3=C2C=C(C=N3)C4=CC=C(C=C4)Cl)F. Drug 2: CC1=C(C=C(C=C1)C(=O)NC2=CC(=CC(=C2)C(F)(F)F)N3C=C(N=C3)C)NC4=NC=CC(=N4)C5=CN=CC=C5. Cell line: UACC-257. Synergy scores: CSS=44.4, Synergy_ZIP=5.29, Synergy_Bliss=6.80, Synergy_Loewe=-1.90, Synergy_HSA=4.11. (5) Drug 1: CN(CC1=CN=C2C(=N1)C(=NC(=N2)N)N)C3=CC=C(C=C3)C(=O)NC(CCC(=O)O)C(=O)O. Drug 2: N.N.Cl[Pt+2]Cl. Cell line: RXF 393. Synergy scores: CSS=25.1, Synergy_ZIP=-13.7, Synergy_Bliss=-17.4, Synergy_Loewe=-24.7, Synergy_HSA=-17.7. (6) Drug 2: C1C(C(OC1N2C=NC3=C2NC=NCC3O)CO)O. Drug 1: C(CC(=O)O)C(=O)CN.Cl. Synergy scores: CSS=15.4, Synergy_ZIP=-3.75, Synergy_Bliss=2.35, Synergy_Loewe=2.09, Synergy_HSA=1.56. Cell line: HS 578T. (7) Synergy scores: CSS=1.10, Synergy_ZIP=-0.898, Synergy_Bliss=-1.06, Synergy_Loewe=-0.376, Synergy_HSA=-1.15. Drug 1: C1=CN(C=N1)CC(O)(P(=O)(O)O)P(=O)(O)O. Drug 2: C#CCC(CC1=CN=C2C(=N1)C(=NC(=N2)N)N)C3=CC=C(C=C3)C(=O)NC(CCC(=O)O)C(=O)O. Cell line: MDA-MB-435. (8) Drug 1: CC1=C(C=C(C=C1)NC2=NC=CC(=N2)N(C)C3=CC4=NN(C(=C4C=C3)C)C)S(=O)(=O)N.Cl. Drug 2: C1=CN(C=N1)CC(O)(P(=O)(O)O)P(=O)(O)O. Cell line: HS 578T. Synergy scores: CSS=26.9, Synergy_ZIP=15.7, Synergy_Bliss=17.5, Synergy_Loewe=9.95, Synergy_HSA=14.8. (9) Drug 1: C1=CC(=CC=C1CCCC(=O)O)N(CCCl)CCCl. Drug 2: CC12CCC3C(C1CCC2O)C(CC4=C3C=CC(=C4)O)CCCCCCCCCS(=O)CCCC(C(F)(F)F)(F)F. Cell line: SNB-19. Synergy scores: CSS=4.24, Synergy_ZIP=-9.37, Synergy_Bliss=-6.55, Synergy_Loewe=-5.12, Synergy_HSA=-5.44.